This data is from Full USPTO retrosynthesis dataset with 1.9M reactions from patents (1976-2016). The task is: Predict the reactants needed to synthesize the given product. (1) Given the product [Br:41][C:38]1[CH:39]=[C:40]2[C:35](=[CH:36][CH:37]=1)[NH:34][CH:33]=[C:32]2[CH2:30][C@H:26]1[CH2:27][CH2:28][CH2:29][N:25]1[CH3:23], predict the reactants needed to synthesize it. The reactants are: CNC(NCCC[C@H](N)C(O)=O)=NC.C(O[C:23]([N:25]1[CH2:29][CH2:28][CH2:27][C@@H:26]1[C:30]([C:32]1[C:40]2[C:35](=[CH:36][CH:37]=[C:38]([Br:41])[CH:39]=2)[NH:34][CH:33]=1)=O)=O)C1C=CC=CC=1.[OH-].[Na+].C(O)C1C=CC=CC=1. (2) Given the product [F:1][CH:2]1[CH2:7][CH2:6][N:5]([C:8]2[CH:15]=[CH:14][C:11]([C:12](=[N:20][OH:21])[NH2:13])=[CH:10][C:9]=2[C:16]([F:19])([F:17])[F:18])[CH2:4][CH2:3]1, predict the reactants needed to synthesize it. The reactants are: [F:1][CH:2]1[CH2:7][CH2:6][N:5]([C:8]2[CH:15]=[CH:14][C:11]([C:12]#[N:13])=[CH:10][C:9]=2[C:16]([F:19])([F:18])[F:17])[CH2:4][CH2:3]1.[NH2:20][OH:21]. (3) The reactants are: [Br:1][C:2]1[CH:3]=[C:4]2[N:13]([CH3:14])[CH:12]=[CH:11][C:5]2=[N:6][C:7]=1[CH:8]([NH2:10])[CH3:9]. Given the product [Br:1][C:2]1[CH:3]=[C:4]2[N:13]([CH3:14])[CH:12]=[CH:11][C:5]2=[N:6][C:7]=1[C@@H:8]([NH2:10])[CH3:9], predict the reactants needed to synthesize it. (4) The reactants are: [CH2:1]([N:8]1[CH2:13][CH2:12][C:11](=[O:14])[CH:10]([CH2:15][CH3:16])[CH2:9]1)[C:2]1[CH:7]=[CH:6][CH:5]=[CH:4][CH:3]=1.[CH3:17]C(C)([O-])C.[K+].CI.O. Given the product [CH2:1]([N:8]1[CH2:13][CH2:12][C:11](=[O:14])[C:10]([CH2:15][CH3:16])([CH3:17])[CH2:9]1)[C:2]1[CH:3]=[CH:4][CH:5]=[CH:6][CH:7]=1, predict the reactants needed to synthesize it. (5) Given the product [C:13]([C:12]1[CH:11]=[CH:10][C:4]([C:5]([O:7][CH2:8][CH3:9])=[O:6])=[CH:3][C:2]=1[NH:18][CH2:17][CH:16]([CH3:19])[CH3:15])#[N:14], predict the reactants needed to synthesize it. The reactants are: Br[C:2]1[CH:3]=[C:4]([CH:10]=[CH:11][C:12]=1[C:13]#[N:14])[C:5]([O:7][CH2:8][CH3:9])=[O:6].[CH3:15][CH:16]([CH3:19])[CH2:17][NH2:18].CC1(C)C2C(=C(P(C3C=CC=CC=3)C3C=CC=CC=3)C=CC=2)OC2C(P(C3C=CC=CC=3)C3C=CC=CC=3)=CC=CC1=2.P([O-])([O-])([O-])=O.[K+].[K+].[K+]. (6) Given the product [OH:26][C:15]1[CH:2]=[CH:3][C:4]([C:5]2([C:7]3[CH:8]=[CH:9][C:23]([OH:22])=[CH:11][CH:12]=3)[O:33][CH2:30][CH2:31][O:32]2)=[CH:13][CH:14]=1, predict the reactants needed to synthesize it. The reactants are: O[C:2]1[C:3](O)=[C:4]([CH:13]=[CH:14][CH:15]=1)[C:5]([C:7]1[CH:12]=[CH:11]C=[CH:9][CH:8]=1)=O.C([O:22][CH3:23])(OC)OC.C(OCC)(=[O:26])C.[CH2:30]([OH:33])[CH2:31][OH:32]. (7) Given the product [C:1]([O:6][C@@H:7]1[C@@H:15]([CH2:16][C:17]2[CH:18]=[CH:19][CH:20]=[CH:21][CH:22]=2)[C:14](=[O:23])[O:13][CH2:12][C@H:11]([NH:24][C:25]([O:41][C:42]([CH3:45])([CH3:44])[CH3:43])=[O:35])[C:10](=[O:36])[O:9][C@H:8]1[CH3:37])(=[O:5])[CH:2]([CH3:4])[CH3:3], predict the reactants needed to synthesize it. The reactants are: [C:1]([O:6][C@@H:7]1[C@@H:15]([CH2:16][C:17]2[CH:22]=[CH:21][CH:20]=[CH:19][CH:18]=2)[C:14](=[O:23])[O:13][CH2:12][C@H:11]([NH:24][C:25](=[O:35])C2C(O)=C(OC)C=CN=2)[C:10](=[O:36])[O:9][C@H:8]1[CH3:37])(=[O:5])[CH:2]([CH3:4])[CH3:3].O(C([O:41][C:42]([CH3:45])([CH3:44])[CH3:43])=O)C([O:41][C:42]([CH3:45])([CH3:44])[CH3:43])=O.C(N(CC)CCN)C.